This data is from Catalyst prediction with 721,799 reactions and 888 catalyst types from USPTO. The task is: Predict which catalyst facilitates the given reaction. (1) Reactant: [CH3:1][C:2]1[CH:34]=[C:33]([C:35]2[CH:40]=[CH:39][N:38]=[CH:37][CH:36]=2)[CH:32]=[C:31]([CH3:41])[C:3]=1[O:4][C:5]1[C:6]2[N:29]([CH3:30])[CH:28]=[CH:27][C:7]=2[N:8]=[C:9]([N:11]([C:19]2[CH:24]=[CH:23][C:22]([C:25]#[N:26])=[CH:21][CH:20]=2)C(=O)OC(C)(C)C)[N:10]=1. Product: [CH3:1][C:2]1[CH:34]=[C:33]([C:35]2[CH:36]=[CH:37][N:38]=[CH:39][CH:40]=2)[CH:32]=[C:31]([CH3:41])[C:3]=1[O:4][C:5]1[C:6]2[N:29]([CH3:30])[CH:28]=[CH:27][C:7]=2[N:8]=[C:9]([NH:11][C:19]2[CH:20]=[CH:21][C:22]([C:25]#[N:26])=[CH:23][CH:24]=2)[N:10]=1. The catalyst class is: 67. (2) Reactant: [CH3:1][C:2]1[N:3]=[C:4]2[C:9]([NH:10][CH2:11][C:12]3[C:17]([CH3:18])=[CH:16][CH:15]=[CH:14][C:13]=3[CH3:19])=[CH:8][CH:7]=[CH:6][N:5]2[C:20]=1[CH3:21].[N+:22]([O-])([OH:24])=[O:23]. Product: [CH3:19][C:13]1[CH:14]=[CH:15][CH:16]=[C:17]([CH3:18])[C:12]=1[CH2:11][NH:10][C:9]1[C:4]2[N:5]([C:20]([CH3:21])=[C:2]([CH3:1])[N:3]=2)[CH:6]=[CH:7][C:8]=1[N+:22]([O-:24])=[O:23]. The catalyst class is: 15.